From a dataset of NCI-60 drug combinations with 297,098 pairs across 59 cell lines. Regression. Given two drug SMILES strings and cell line genomic features, predict the synergy score measuring deviation from expected non-interaction effect. Drug 1: C1=CC(=C(C=C1I)F)NC2=C(C=CC(=C2F)F)C(=O)NOCC(CO)O. Drug 2: CCC1(C2=C(COC1=O)C(=O)N3CC4=CC5=C(C=CC(=C5CN(C)C)O)N=C4C3=C2)O. Cell line: NCI-H460. Synergy scores: CSS=58.4, Synergy_ZIP=2.14, Synergy_Bliss=0.893, Synergy_Loewe=0.755, Synergy_HSA=4.07.